From a dataset of Peptide-MHC class I binding affinity with 185,985 pairs from IEDB/IMGT. Regression. Given a peptide amino acid sequence and an MHC pseudo amino acid sequence, predict their binding affinity value. This is MHC class I binding data. (1) The MHC is HLA-B08:01 with pseudo-sequence HLA-B08:01. The peptide sequence is RRVTRKHMIL. The binding affinity (normalized) is 0.616. (2) The peptide sequence is ELFARSSDPR. The MHC is HLA-A25:01 with pseudo-sequence HLA-A25:01. The binding affinity (normalized) is 0.0847. (3) The peptide sequence is ITMVNSLTY. The MHC is HLA-A02:03 with pseudo-sequence HLA-A02:03. The binding affinity (normalized) is 0.0847. (4) The peptide sequence is RYMSKTYNF. The MHC is HLA-A69:01 with pseudo-sequence HLA-A69:01. The binding affinity (normalized) is 0.0847. (5) The peptide sequence is PLPIHTAEL. The MHC is HLA-A02:01 with pseudo-sequence HLA-A02:01. The binding affinity (normalized) is 0.213. (6) The peptide sequence is SVNASKTINA. The MHC is HLA-A02:02 with pseudo-sequence HLA-A02:02. The binding affinity (normalized) is 0.0981. (7) The peptide sequence is TPPGSRDPF. The MHC is HLA-B07:02 with pseudo-sequence HLA-B07:02. The binding affinity (normalized) is 0.150. (8) The peptide sequence is MPFAGLLII. The MHC is HLA-B54:01 with pseudo-sequence HLA-B54:01. The binding affinity (normalized) is 1.00. (9) The peptide sequence is LQAMHGFPL. The MHC is BoLA-D18.4 with pseudo-sequence BoLA-D18.4. The binding affinity (normalized) is 0.549. (10) The peptide sequence is IIVDSQYVM. The MHC is HLA-A02:03 with pseudo-sequence HLA-A02:03. The binding affinity (normalized) is 0.209.